From a dataset of Forward reaction prediction with 1.9M reactions from USPTO patents (1976-2016). Predict the product of the given reaction. (1) Given the reactants [CH3:1][C:2]1[CH:28]=[CH:27][C:5]([C:6](C2C(NC(=O)C3C=CC=CC=3)=CC3CCCCC=3C=2)=[O:7])=[CH:4][CH:3]=1.[OH-].[Na+], predict the reaction product. The product is: [C:2]1([CH3:1])[CH:28]=[CH:27][C:5]([CH:6]=[O:7])=[CH:4][CH:3]=1. (2) Given the reactants [CH2:1]([S:3]([N:6]1[CH2:11][CH2:10][CH:9]([C:12]2[C:20]3[C:15](=[C:16]([C:29]([NH2:31])=[O:30])[CH:17]=[C:18]([C:21]4[CH:26]=[CH:25][CH:24]=[C:23]([CH:27]=O)[CH:22]=4)[CH:19]=3)[NH:14][CH:13]=2)[CH2:8][CH2:7]1)(=[O:5])=[O:4])[CH3:2].[NH2:32][CH:33]([CH3:36])[CH2:34][OH:35].[BH-](OC(C)=O)(OC(C)=O)OC(C)=O.[Na+], predict the reaction product. The product is: [CH2:1]([S:3]([N:6]1[CH2:7][CH2:8][CH:9]([C:12]2[C:20]3[C:15](=[C:16]([C:29]([NH2:31])=[O:30])[CH:17]=[C:18]([C:21]4[CH:26]=[CH:25][CH:24]=[C:23]([CH2:27][NH:32][CH:33]([CH3:36])[CH2:34][OH:35])[CH:22]=4)[CH:19]=3)[NH:14][CH:13]=2)[CH2:10][CH2:11]1)(=[O:5])=[O:4])[CH3:2]. (3) The product is: [Cl:1][C:2]1[C:3]([CH3:10])=[CH:4][C:5]([CH2:8][Cl:13])=[CH:6][N:7]=1. Given the reactants [Cl:1][C:2]1[N:7]=[CH:6][C:5]([CH2:8]O)=[CH:4][C:3]=1[CH3:10].S(Cl)([Cl:13])=O.C(=O)([O-])[O-].[Na+].[Na+], predict the reaction product. (4) Given the reactants F[C:2]1[C:11]2[C:6](=[CH:7][CH:8]=[C:9]([OH:12])[CH:10]=2)[N:5]=[C:4]([C:13]2[CH:21]=[CH:20][C:16]([C:17]([OH:19])=[O:18])=[CH:15][CH:14]=2)[CH:3]=1.[NH:22]([CH3:24])[CH3:23].Cl.CCN(C(C)C)C(C)C, predict the reaction product. The product is: [CH3:23][N:22]([CH3:24])[C:2]1[C:11]2[C:6](=[CH:7][CH:8]=[C:9]([OH:12])[CH:10]=2)[N:5]=[C:4]([C:13]2[CH:21]=[CH:20][C:16]([C:17]([OH:19])=[O:18])=[CH:15][CH:14]=2)[CH:3]=1. (5) Given the reactants [Cl:1][C:2]1[N:7]=[C:6]([NH:8][C@@H:9]2[CH2:14][CH2:13][CH2:12][CH2:11][C@H:10]2[NH:15][S:16]([CH3:19])(=[O:18])=[O:17])[C:5]([Cl:20])=[CH:4][N:3]=1.[C:21](=O)([O-])[O-].[Cs+].[Cs+].CI, predict the reaction product. The product is: [Cl:1][C:2]1[N:7]=[C:6]([NH:8][C@@H:9]2[CH2:14][CH2:13][CH2:12][CH2:11][C@H:10]2[N:15]([CH3:21])[S:16]([CH3:19])(=[O:18])=[O:17])[C:5]([Cl:20])=[CH:4][N:3]=1. (6) Given the reactants Br[C:2]1[C:6]2[CH:7]=[CH:8][CH:9]=[CH:10][C:5]=2[O:4][CH:3]=1.C([Li])CCC.[CH2:16]([Sn:20](Cl)([CH2:25][CH2:26][CH2:27][CH3:28])[CH2:21][CH2:22][CH2:23][CH3:24])[CH2:17][CH2:18][CH3:19], predict the reaction product. The product is: [CH2:25]([Sn:20]([CH2:16][CH2:17][CH2:18][CH3:19])([CH2:21][CH2:22][CH2:23][CH3:24])[C:2]1[C:6]2[CH:7]=[CH:8][CH:9]=[CH:10][C:5]=2[O:4][CH:3]=1)[CH2:26][CH2:27][CH3:28]. (7) Given the reactants [F:1][C:2]([F:15])([F:14])[O:3][C:4]1[CH:13]=[CH:12][C:7]2[N:8]=[C:9]([NH2:11])[S:10][C:6]=2[CH:5]=1.[F:16][C:17]([F:29])([F:28])[O:18][C:19]1[CH:20]=[C:21]([CH:25]=[CH:26][CH:27]=1)[C:22](Cl)=[O:23].Br[CH:31]([CH2:36][CH3:37])[C:32]([O:34]C)=[O:33].COC1C=CC2N=C(N)SC=2C=1.ClC1C=C(C=CC=1)C(Cl)=O.BrCC(OCC)=O, predict the reaction product. The product is: [F:15][C:2]([F:1])([F:14])[O:3][C:4]1[CH:13]=[CH:12][C:7]2[N:8]([CH:31]([CH2:36][CH3:37])[C:32]([OH:34])=[O:33])[C:9](=[N:11][C:22](=[O:23])[C:21]3[CH:25]=[CH:26][CH:27]=[C:19]([O:18][C:17]([F:29])([F:28])[F:16])[CH:20]=3)[S:10][C:6]=2[CH:5]=1. (8) The product is: [Br:1][C:2]1[CH:3]=[CH:4][C:5]([CH2:10][C:9]([O:17][C:18]([CH3:21])([CH3:20])[CH3:19])=[O:16])=[N:6][CH:7]=1. Given the reactants [Br:1][C:2]1[CH:3]=[CH:4][C:5](I)=[N:6][CH:7]=1.[C:9]([O:17][C:18]([CH3:21])([CH3:20])[CH3:19])(=[O:16])[CH2:10]C(OCC)=O.C([O-])([O-])=O.[Cs+].[Cs+].O1CCOCC1.[OH-].[Na+].Cl, predict the reaction product. (9) Given the reactants C1COCC1.[C:6](#[N:9])[CH2:7][CH3:8].[CH3:10][O:11][CH2:12][CH2:13][C:14]([O:16]C)=O, predict the reaction product. The product is: [CH3:10][O:11][CH2:12][CH2:13][C:14](=[O:16])[CH:7]([CH3:8])[C:6]#[N:9]. (10) Given the reactants ClC1C=C(C=CC=1)C(OO)=[O:6].[CH3:12][O:13][C:14](=[O:34])[C:15]1[CH:20]=[CH:19][CH:18]=[C:17]([CH2:21][N:22]2[C:27](=[O:28])[CH:26]=[CH:25][C:24]([O:29][CH2:30][CH2:31][CH:32]=[CH2:33])=[N:23]2)[CH:16]=1, predict the reaction product. The product is: [CH3:12][O:13][C:14](=[O:34])[C:15]1[CH:20]=[CH:19][CH:18]=[C:17]([CH2:21][N:22]2[C:27](=[O:28])[CH:26]=[CH:25][C:24]([O:29][CH2:30][CH2:31][CH:32]3[CH2:33][O:6]3)=[N:23]2)[CH:16]=1.